Dataset: Forward reaction prediction with 1.9M reactions from USPTO patents (1976-2016). Task: Predict the product of the given reaction. (1) Given the reactants [F:1][C:2]1[CH:3]=[C:4]2[C:9](=[CH:10][CH:11]=1)[CH:8]=[C:7]([CH:12]1[CH2:17][CH2:16][NH:15][CH2:14][CH2:13]1)[CH:6]=[CH:5]2.[O:18]1[CH2:20][C@H:19]1[CH2:21][O:22][C:23]1[C:31]2[CH2:30][CH2:29][O:28][C:27]=2[CH:26]=[CH:25][CH:24]=1, predict the reaction product. The product is: [O:28]1[CH2:29][CH2:30][C:31]2[C:23]([O:22][CH2:21][C@@H:19]([OH:18])[CH2:20][N:15]3[CH2:14][CH2:13][CH:12]([C:7]4[CH:6]=[CH:5][C:4]5[C:9](=[CH:10][CH:11]=[C:2]([F:1])[CH:3]=5)[CH:8]=4)[CH2:17][CH2:16]3)=[CH:24][CH:25]=[CH:26][C:27]1=2. (2) Given the reactants [O:1]=[C:2]1[C:6]2[CH:7]=[CH:8][CH:9]=[CH:10][C:5]=2[C:4](=[O:11])[N:3]1[C:12]1[CH:17]=[CH:16][C:15]([S:18]([NH2:21])(=[O:20])=[O:19])=[CH:14][CH:13]=1.[CH2:22]1[CH2:32][CH2:31][N:30]2[C:25](=NCC[CH2:29]2)[CH2:24][CH2:23]1.C1(S(N=C=O)(=O)=[O:40])C=CC=CC=1.Cl, predict the reaction product. The product is: [O:11]=[C:4]1[C:5]2[CH:10]=[CH:9][CH:8]=[CH:7][C:6]=2[C:2](=[O:1])[N:3]1[C:12]1[CH:17]=[CH:16][C:15]([S:18]([NH:21][C:29]([NH:30][C:25]2[CH:24]=[CH:23][CH:22]=[CH:32][CH:31]=2)=[O:40])(=[O:19])=[O:20])=[CH:14][CH:13]=1.